Predict the reactants needed to synthesize the given product. From a dataset of Full USPTO retrosynthesis dataset with 1.9M reactions from patents (1976-2016). (1) Given the product [NH2:10][C:8]1[N:9]=[C:4]([CH:2]([OH:1])[CH3:3])[CH:5]=[CH:6][CH:7]=1, predict the reactants needed to synthesize it. The reactants are: [OH:1][CH:2]([C:4]1[N:9]=[C:8]([NH:10]C(=O)C(C)(C)C)[CH:7]=[CH:6][CH:5]=1)[CH3:3].Cl.[OH-].[Na+]. (2) The reactants are: Br[C:2]1[N:10]=[C:9]([S:11][CH2:12][C:13]2[CH:18]=[CH:17][CH:16]=[C:15]([F:19])[C:14]=2[F:20])[N:8]=[C:7]2[C:3]=1[N:4]=[C:5]([NH:21]C(=O)OCC)[NH:6]2.[NH2:27][C@H:28]([CH2:31][CH3:32])[CH2:29][OH:30]. Given the product [NH2:21][C:5]1[NH:6][C:7]2[C:3]([N:4]=1)=[C:2]([NH:27][C@H:28]([CH2:31][CH3:32])[CH2:29][OH:30])[N:10]=[C:9]([S:11][CH2:12][C:13]1[CH:18]=[CH:17][CH:16]=[C:15]([F:19])[C:14]=1[F:20])[N:8]=2, predict the reactants needed to synthesize it. (3) The reactants are: CC(C)CC[NH:5][CH2:6][C:7]1[CH:22]=[CH:21][C:10]([CH2:11][C:12]2[CH:20]=[CH:19][C:15]([C:16]([NH2:18])=[O:17])=[CH:14][N:13]=2)=[CH:9][CH:8]=1.CC(O/N=C(/C(NCC=O)=O)\C1N=C(N)SC=1)(C(O)=O)C.CC(CC)CN.[BH4-].[Na+]. Given the product [C:6]([C:7]1[CH:8]=[CH:9][C:10]([CH2:11][C:12]2[CH:20]=[CH:19][C:15]([C:16]([NH2:18])=[O:17])=[CH:14][N:13]=2)=[CH:21][CH:22]=1)#[N:5], predict the reactants needed to synthesize it. (4) Given the product [CH:10]([C:6]1[CH:5]=[C:4]2[C:9](=[CH:8][CH:7]=1)[N:1]([C:15]([O:17][CH3:18])=[O:16])[CH:2]=[CH:3]2)=[O:11], predict the reactants needed to synthesize it. The reactants are: [NH:1]1[C:9]2[C:4](=[CH:5][C:6]([CH:10]=[O:11])=[CH:7][CH:8]=2)[CH:3]=[CH:2]1.[H-].[Na+].Cl[C:15]([O:17][CH3:18])=[O:16]. (5) Given the product [CH3:6][CH:5]([CH3:7])[CH2:4][C:3](=[O:8])[CH2:2][N:13]1[C:9](=[O:19])[C:10]2[C:11](=[CH:15][CH:16]=[CH:17][CH:18]=2)[C:12]1=[O:14], predict the reactants needed to synthesize it. The reactants are: Br[CH2:2][C:3](=[O:8])[CH2:4][CH:5]([CH3:7])[CH3:6].[C:9]1(=[O:19])[NH:13][C:12](=[O:14])[C:11]2=[CH:15][CH:16]=[CH:17][CH:18]=[C:10]12.[K].